From a dataset of Forward reaction prediction with 1.9M reactions from USPTO patents (1976-2016). Predict the product of the given reaction. Given the reactants [H-].[Na+].[OH:3][C:4]1[C:11]([CH3:12])=[CH:10][C:7]([CH:8]=[O:9])=[CH:6][C:5]=1[CH3:13].Cl[CH2:15][O:16][CH3:17].O, predict the reaction product. The product is: [CH3:15][O:16][CH2:17][O:3][C:4]1[C:5]([CH3:13])=[CH:6][C:7]([CH:8]=[O:9])=[CH:10][C:11]=1[CH3:12].